Dataset: Full USPTO retrosynthesis dataset with 1.9M reactions from patents (1976-2016). Task: Predict the reactants needed to synthesize the given product. (1) Given the product [C:16]([O:15][NH:14][C:13]([C:11]1[S:10][C:9]2[CH:36]=[C:5]([C:3]([OH:4])=[O:2])[CH:6]=[CH:7][C:8]=2[CH:12]=1)=[O:35])([C:17]1[CH:22]=[CH:21][CH:20]=[CH:19][CH:18]=1)([C:23]1[CH:24]=[CH:25][CH:26]=[CH:27][CH:28]=1)[C:29]1[CH:30]=[CH:31][CH:32]=[CH:33][CH:34]=1, predict the reactants needed to synthesize it. The reactants are: C[O:2][C:3]([C:5]1[CH:6]=[CH:7][C:8]2[CH:12]=[C:11]([C:13](=[O:35])[NH:14][O:15][C:16]([C:29]3[CH:34]=[CH:33][CH:32]=[CH:31][CH:30]=3)([C:23]3[CH:28]=[CH:27][CH:26]=[CH:25][CH:24]=3)[C:17]3[CH:22]=[CH:21][CH:20]=[CH:19][CH:18]=3)[S:10][C:9]=2[CH:36]=1)=[O:4].[OH-].[Na+]. (2) Given the product [OH:24][CH2:25][CH2:26][C:27]1[O:28][C:29]([CH2:32][CH2:33][O:34][CH2:35][C:36]2[CH:41]=[CH:40][CH:39]=[CH:38][CH:37]=2)=[CH:30][CH:31]=1, predict the reactants needed to synthesize it. The reactants are: [F-].C([N+](CCCC)(CCCC)CCCC)CCC.CC([Si](C)(C)[O:24][CH2:25][CH2:26][C:27]1[O:28][C:29]([CH2:32][CH2:33][O:34][CH2:35][C:36]2[CH:41]=[CH:40][CH:39]=[CH:38][CH:37]=2)=[CH:30][CH:31]=1)(C)C. (3) Given the product [C:1]1([C:7]([C:11]2[CH:16]=[CH:15][CH:14]=[CH:13][CH:12]=2)=[N:8][N:19]([CH3:18])[C:32]#[N:33])[CH:2]=[CH:3][CH:4]=[CH:5][CH:6]=1, predict the reactants needed to synthesize it. The reactants are: [C:1]1([C:7]([C:11]2[CH:16]=[CH:15][CH:14]=[CH:13][CH:12]=2)=[N:8]NC)[CH:6]=[CH:5][CH:4]=[CH:3][CH:2]=1.Br[C:18]#[N:19].C([O-])([O-])=O.[K+].[K+].CCOC(C)=O.[CH3:32][N:33](C=O)C. (4) Given the product [Si:7]([O:24][C@H:25]([CH3:41])[C@H:26]([N:36]1[CH2:37][C@H:38]([CH3:39])[O:40][C:2](=[O:3])[C:1]1=[O:5])[C:27]1[CH:32]=[C:31]([F:33])[C:30]([F:34])=[C:29]([F:35])[CH:28]=1)([C:20]([CH3:22])([CH3:23])[CH3:21])([C:8]1[CH:13]=[CH:12][CH:11]=[CH:10][CH:9]=1)[C:14]1[CH:19]=[CH:18][CH:17]=[CH:16][CH:15]=1, predict the reactants needed to synthesize it. The reactants are: [C:1](Cl)(=[O:5])[C:2](Cl)=[O:3].[Si:7]([O:24][C@H:25]([CH3:41])[C@H:26]([NH:36][CH2:37][C@@H:38]([OH:40])[CH3:39])[C:27]1[CH:32]=[C:31]([F:33])[C:30]([F:34])=[C:29]([F:35])[CH:28]=1)([C:20]([CH3:23])([CH3:22])[CH3:21])([C:14]1[CH:19]=[CH:18][CH:17]=[CH:16][CH:15]=1)[C:8]1[CH:13]=[CH:12][CH:11]=[CH:10][CH:9]=1.C(OCC)(=O)C.